Dataset: Full USPTO retrosynthesis dataset with 1.9M reactions from patents (1976-2016). Task: Predict the reactants needed to synthesize the given product. Given the product [I:1][C:2]1[CH:3]=[C:4]2[C:8](=[CH:9][CH:10]=1)[NH:7][C:6](=[O:11])[C:5]2=[N:14][NH:13][C:15]([C:17]1[CH:18]=[CH:19][C:20]([N:23]([CH3:34])[C:24](=[O:33])[CH2:25][CH2:26][C:27]2[CH:28]=[CH:29][CH:30]=[CH:31][CH:32]=2)=[CH:21][CH:22]=1)=[O:16], predict the reactants needed to synthesize it. The reactants are: [I:1][C:2]1[CH:3]=[C:4]2[C:8](=[CH:9][CH:10]=1)[NH:7][C:6](=[O:11])[C:5]2=O.[NH:13]([C:15]([C:17]1[CH:22]=[CH:21][C:20]([N:23]([CH3:34])[C:24](=[O:33])[CH2:25][CH2:26][C:27]2[CH:32]=[CH:31][CH:30]=[CH:29][CH:28]=2)=[CH:19][CH:18]=1)=[O:16])[NH2:14].